This data is from TCR-epitope binding with 47,182 pairs between 192 epitopes and 23,139 TCRs. The task is: Binary Classification. Given a T-cell receptor sequence (or CDR3 region) and an epitope sequence, predict whether binding occurs between them. (1) The epitope is AYILFTRFFYV. The TCR CDR3 sequence is CASSQGPGEQYF. Result: 1 (the TCR binds to the epitope). (2) The epitope is FIAGLIAIV. The TCR CDR3 sequence is CASSESGAYEQYF. Result: 1 (the TCR binds to the epitope). (3) Result: 1 (the TCR binds to the epitope). The TCR CDR3 sequence is CASIDRTIGNQPQHF. The epitope is ATDALMTGY. (4) The epitope is LLQTGIHVRVSQPSL. The TCR CDR3 sequence is CASSLFSASGGKNEQFF. Result: 1 (the TCR binds to the epitope).